Dataset: Forward reaction prediction with 1.9M reactions from USPTO patents (1976-2016). Task: Predict the product of the given reaction. Given the reactants [NH2:1][CH:2]1[CH2:7][CH2:6][N:5]([CH2:8][C@H:9]2[N:19]3[C:20]4[N:11]([C:12](=[O:22])[CH:13]=[CH:14][C:15]=4[N:16]=[CH:17][C:18]3=[O:21])[CH2:10]2)[CH2:4][CH2:3]1.[O:23]=[C:24]1[CH2:29][S:28][C:27]2[CH:30]=[CH:31][C:32]([CH:34]=O)=[N:33][C:26]=2[NH:25]1.C(O[BH-](OC(=O)C)OC(=O)C)(=O)C.[Na+].C(=O)([O-])O.[Na+].C(Cl)[Cl:56], predict the reaction product. The product is: [ClH:56].[O:23]=[C:24]1[CH2:29][S:28][C:27]2[CH:30]=[CH:31][C:32]([CH2:34][NH:1][CH:2]3[CH2:7][CH2:6][N:5]([CH2:8][C@H:9]4[N:19]5[C:20]6[N:11]([C:12](=[O:22])[CH:13]=[CH:14][C:15]=6[N:16]=[CH:17][C:18]5=[O:21])[CH2:10]4)[CH2:4][CH2:3]3)=[N:33][C:26]=2[NH:25]1.